This data is from TCR-epitope binding with 47,182 pairs between 192 epitopes and 23,139 TCRs. The task is: Binary Classification. Given a T-cell receptor sequence (or CDR3 region) and an epitope sequence, predict whether binding occurs between them. (1) The epitope is IVDTVSALV. The TCR CDR3 sequence is CASSLVGGLSNQPQHF. Result: 0 (the TCR does not bind to the epitope). (2) The TCR CDR3 sequence is CASSLGQSGLNEQYF. Result: 1 (the TCR binds to the epitope). The epitope is YFPLQSYGF. (3) The epitope is HTTDPSFLGRY. The TCR CDR3 sequence is CASSETELQFF. Result: 1 (the TCR binds to the epitope). (4) The epitope is YIFFASFYY. The TCR CDR3 sequence is CSASAGNQPQHF. Result: 0 (the TCR does not bind to the epitope). (5) The TCR CDR3 sequence is CASSFWPGQGNYGYTF. Result: 0 (the TCR does not bind to the epitope). The epitope is SSTFNVPMEKLK.